Task: Regression. Given a peptide amino acid sequence and an MHC pseudo amino acid sequence, predict their binding affinity value. This is MHC class I binding data.. Dataset: Peptide-MHC class I binding affinity with 185,985 pairs from IEDB/IMGT (1) The peptide sequence is VIYQYMDDL. The MHC is HLA-B08:01 with pseudo-sequence HLA-B08:01. The binding affinity (normalized) is 0.0289. (2) The peptide sequence is SMGLITIAV. The MHC is HLA-A02:17 with pseudo-sequence HLA-A02:17. The binding affinity (normalized) is 0.385. (3) The peptide sequence is SLTEEFYHSY. The MHC is HLA-A26:01 with pseudo-sequence HLA-A26:01. The binding affinity (normalized) is 0.248.